From a dataset of Forward reaction prediction with 1.9M reactions from USPTO patents (1976-2016). Predict the product of the given reaction. (1) Given the reactants N[C:2]1[C:7]([N+:8]([O-:10])=[O:9])=[CH:6][CH:5]=[CH:4][N:3]=1.N([O-])=O.[Na+].[I-:15].[K+].[OH-].[Na+], predict the reaction product. The product is: [I:15][C:2]1[C:7]([N+:8]([O-:10])=[O:9])=[CH:6][CH:5]=[CH:4][N:3]=1. (2) Given the reactants [Cl:1][C:2]1[CH:3]=[C:4]2[C:9](=[CH:10][CH:11]=1)[N:8]=[CH:7][C:6]([OH:12])=[CH:5]2.O[CH2:14][CH2:15][N:16]1[CH2:21][CH2:20][O:19][CH2:18][CH2:17]1.C1(P(C2C=CC=CC=2)C2C=CC=CC=2)C=CC=CC=1.CC(OC(/N=N/C(OC(C)C)=O)=O)C, predict the reaction product. The product is: [Cl:1][C:2]1[CH:3]=[C:4]2[C:9](=[CH:10][CH:11]=1)[N:8]=[CH:7][C:6]([O:12][CH2:14][CH2:15][N:16]1[CH2:21][CH2:20][O:19][CH2:18][CH2:17]1)=[CH:5]2. (3) Given the reactants Cl[CH:2](Cl)[C:3]1[CH:7]=[CH:6][N:5]([CH3:8])[N:4]=1.ClC(Cl)C1N(C)N=CC=1.[FH:19].[FH:20].F.C(N(CC)CC)C.[OH-].[Na+], predict the reaction product. The product is: [F:19][CH:2]([F:20])[C:3]1[CH:7]=[CH:6][N:5]([CH3:8])[N:4]=1. (4) Given the reactants [F:1][C:2]([F:18])([F:17])[C:3]1[CH:8]=[CH:7][CH:6]=[CH:5][C:4]=1[C:9]1[CH:14]=[CH:13][C:12]([CH:15]=O)=[CH:11][CH:10]=1.[BH4-].[Na+].CCN(C(C)C)C(C)C.O=S(Cl)[Cl:32], predict the reaction product. The product is: [Cl:32][CH2:15][C:12]1[CH:13]=[CH:14][C:9]([C:4]2[CH:5]=[CH:6][CH:7]=[CH:8][C:3]=2[C:2]([F:18])([F:17])[F:1])=[CH:10][CH:11]=1. (5) Given the reactants [Cl:1][C:2]1[CH:3]=[C:4]2[C:8](=[CH:9][CH:10]=1)[NH:7][CH:6]=[C:5]2[CH2:11][CH2:12][NH:13][C:14](=[O:22])[C:15]1[CH:20]=[CH:19][CH:18]=[C:17](I)[CH:16]=1.[F:23][C:24]1[CH:29]=[CH:28][C:27](B(O)O)=[CH:26][CH:25]=1.C(=O)([O-])[O-].[Na+].[Na+], predict the reaction product. The product is: [Cl:1][C:2]1[CH:3]=[C:4]2[C:8](=[CH:9][CH:10]=1)[NH:7][CH:6]=[C:5]2[CH2:11][CH2:12][NH:13][C:14]([C:15]1[C:20]([C:27]2[CH:28]=[CH:29][C:24]([F:23])=[CH:25][CH:26]=2)=[CH:19][CH:18]=[CH:17][CH:16]=1)=[O:22].[Cl:1][C:2]1[CH:3]=[C:4]2[C:8](=[CH:9][CH:10]=1)[NH:7][CH:6]=[C:5]2[CH2:11][CH2:12][NH:13][C:14]([C:15]1[CH:16]=[C:17]([C:27]2[CH:28]=[CH:29][C:24]([F:23])=[CH:25][CH:26]=2)[CH:18]=[CH:19][CH:20]=1)=[O:22]. (6) Given the reactants [F:1][C:2]1[CH:7]=[CH:6][C:5]([S:8]([C:11]([CH2:19][C:20]#[C:21][CH3:22])([CH2:15][C:16]#[C:17][CH3:18])[C:12](O)=[O:13])(=[O:10])=[O:9])=[CH:4][CH:3]=1.Cl.[NH2:24][OH:25], predict the reaction product. The product is: [OH:25][NH:24][C:12](=[O:13])[C:11]([S:8]([C:5]1[CH:6]=[CH:7][C:2]([F:1])=[CH:3][CH:4]=1)(=[O:10])=[O:9])([CH2:19][C:20]#[C:21][CH3:22])[CH2:15][C:16]#[C:17][CH3:18]. (7) The product is: [NH2:18][C:16]1[S:17][C:2]([CH:12]([CH3:14])[CH3:13])=[C:3]([C:4]([N:6]2[CH2:10][CH2:9][CH2:8][CH2:7]2)=[O:5])[N:15]=1. Given the reactants Br[CH:2]([CH:12]([CH3:14])[CH3:13])[C:3](=O)[C:4]([N:6]1[CH2:10][CH2:9][CH2:8][CH2:7]1)=[O:5].[NH2:15][C:16]([NH2:18])=[S:17], predict the reaction product. (8) The product is: [Br:18][C:19]1[CH:20]=[CH:21][C:22]2[C:28]3[N:29]([CH:2]4[CH2:3][CH2:4][CH2:5][CH2:6][O:1]4)[N:30]=[C:31]([C:32]([O:34][CH2:35][CH3:36])=[O:33])[C:27]=3[CH2:26][O:25][C:23]=2[CH:24]=1. Given the reactants [O:1]1[CH:6]=[CH:5][CH2:4][CH2:3][CH2:2]1.CC1C=CC(S(O)(=O)=O)=CC=1.[Br:18][C:19]1[CH:20]=[CH:21][C:22]2[C:28]3[NH:29][N:30]=[C:31]([C:32]([O:34][CH2:35][CH3:36])=[O:33])[C:27]=3[CH2:26][O:25][C:23]=2[CH:24]=1, predict the reaction product.